Regression. Given two drug SMILES strings and cell line genomic features, predict the synergy score measuring deviation from expected non-interaction effect. From a dataset of NCI-60 drug combinations with 297,098 pairs across 59 cell lines. Drug 1: C1=CN(C=N1)CC(O)(P(=O)(O)O)P(=O)(O)O. Drug 2: N.N.Cl[Pt+2]Cl. Cell line: SK-MEL-28. Synergy scores: CSS=23.7, Synergy_ZIP=1.13, Synergy_Bliss=-2.25, Synergy_Loewe=-9.38, Synergy_HSA=-5.29.